From a dataset of Full USPTO retrosynthesis dataset with 1.9M reactions from patents (1976-2016). Predict the reactants needed to synthesize the given product. (1) Given the product [C:30]([C:29]1[CH:28]=[CH:39][C:40]([C:11]2[S:12][C:8]([C:6]([C:2]3[O:1][CH:5]=[CH:4][CH:3]=3)=[O:7])=[CH:9][C:10]=2[CH2:13][C:14]([NH:21][CH2:20][CH2:19][N:18]([CH3:22])[CH3:17])=[O:16])=[CH:35][CH:36]=1)#[N:31], predict the reactants needed to synthesize it. The reactants are: [O:1]1[CH:5]=[CH:4][CH:3]=[C:2]1[C:6]([C:8]1[S:12][CH:11]=[C:10]([CH2:13][C:14]([OH:16])=O)[CH:9]=1)=[O:7].[CH3:17][N:18]([CH3:22])[CH2:19][CH2:20][NH2:21].CCN=C=N[CH2:28][CH2:29][CH2:30][N:31](C)C.Cl.[CH:35]1[CH:36]=CC2N(O)N=N[C:39]=2[CH:40]=1. (2) Given the product [CH2:1]([C:8]1[CH:9]=[N:10][C:11]2[C:16]([C:17]=1[C:18]1[CH:19]=[C:20]([NH:24][CH2:32][C:31]3[CH:34]=[C:35]([O:38][CH3:39])[CH:36]=[CH:37][C:30]=3[F:29])[CH:21]=[CH:22][CH:23]=1)=[CH:15][CH:14]=[CH:13][C:12]=2[C:25]([F:28])([F:26])[F:27])[C:2]1[CH:3]=[CH:4][CH:5]=[CH:6][CH:7]=1, predict the reactants needed to synthesize it. The reactants are: [CH2:1]([C:8]1[CH:9]=[N:10][C:11]2[C:16]([C:17]=1[C:18]1[CH:19]=[C:20]([NH2:24])[CH:21]=[CH:22][CH:23]=1)=[CH:15][CH:14]=[CH:13][C:12]=2[C:25]([F:28])([F:27])[F:26])[C:2]1[CH:7]=[CH:6][CH:5]=[CH:4][CH:3]=1.[F:29][C:30]1[CH:37]=[CH:36][C:35]([O:38][CH3:39])=[CH:34][C:31]=1[CH:32]=O. (3) Given the product [F:16][C:14]1[CH:13]=[CH:12][C:11]([O:17][CH3:18])=[C:10]([C:7]([CH3:8])([CH3:9])[CH2:6][C:5]([O:23][CH2:24][O:25][CH3:26])([C:19]([F:22])([F:21])[F:20])[CH2:4][OH:3])[CH:15]=1, predict the reactants needed to synthesize it. The reactants are: C([O:3][C:4](=O)[C:5]([O:23][CH2:24][O:25][CH3:26])([C:19]([F:22])([F:21])[F:20])[CH2:6][C:7]([C:10]1[CH:15]=[C:14]([F:16])[CH:13]=[CH:12][C:11]=1[O:17][CH3:18])([CH3:9])[CH3:8])C.[Al].[Li]. (4) Given the product [CH2:1]([O:8][C:9]([N:11]1[C:19]2[C:14](=[CH:15][CH:16]=[CH:17][CH:18]=2)[C:13]([CH2:20][O:21][C:29](=[O:32])[CH2:30][CH3:31])=[CH:12]1)=[O:10])[C:2]1[CH:3]=[CH:4][CH:5]=[CH:6][CH:7]=1, predict the reactants needed to synthesize it. The reactants are: [CH2:1]([O:8][C:9]([N:11]1[C:19]2[C:14](=[CH:15][CH:16]=[CH:17][CH:18]=2)[C:13]([CH2:20][OH:21])=[CH:12]1)=[O:10])[C:2]1[CH:7]=[CH:6][CH:5]=[CH:4][CH:3]=1.C(N(CC)CC)C.[C:29](O[C:29](=[O:32])[CH2:30][CH3:31])(=[O:32])[CH2:30][CH3:31]. (5) Given the product [C@@H:18]1([N:20]2[C:29]3[N:28]=[CH:27][N:26]=[C:24]([NH2:25])[C:23]=3[N:22]=[CH:21]2)[O:19][C@H:15]([CH2:14][OH:13])[C@@H:16]([OH:31])[C@H:17]1[OH:30], predict the reactants needed to synthesize it. The reactants are: P([O:13][CH2:14][C@H:15]1[O:19][C@@H:18]([N:20]2[C:29]3[N:28]=[CH:27][N:26]=[C:24]([NH2:25])[C:23]=3[N:22]=[CH:21]2)[C@H:17]([OH:30])[C@@H:16]1[OH:31])(OP(OP(O)(O)=O)(O)=O)(=O)O.P(OC[C@H]1O[C@@H](N2C3N=CN=C(N)C=3N=C2)[C@H](O)[C@@H]1O)(OP(O)(O)=O)(=O)O.C1N=C(N)C2N=CN([C@@H]3O[C@H](COP(O)(O)=O)[C@@H](O)[C@H]3O)C=2N=1. (6) Given the product [Br:1][C:2]1[CH:10]=[CH:9][C:5]([C:6]([NH:16][CH:12]2[CH2:15][CH2:14][CH2:13]2)=[O:8])=[CH:4][C:3]=1[CH3:11], predict the reactants needed to synthesize it. The reactants are: [Br:1][C:2]1[CH:10]=[CH:9][C:5]([C:6]([OH:8])=O)=[CH:4][C:3]=1[CH3:11].[CH:12]1([NH2:16])[CH2:15][CH2:14][CH2:13]1.C(NC(C)C)(C)C.CN(C(ON1N=NC2C=CC=NC1=2)=[N+](C)C)C.F[P-](F)(F)(F)(F)F. (7) Given the product [C:17]([Si:14]([O:7][CH:4]([CH2:3][CH:2]([CH3:8])[CH3:1])[C:5]#[CH:6])([CH3:16])[CH3:15])([CH3:20])([CH3:19])[CH3:18], predict the reactants needed to synthesize it. The reactants are: [CH3:1][CH:2]([CH3:8])[CH2:3][CH:4]([OH:7])[C:5]#[CH:6].N1C=CN=C1.[Si:14](Cl)([C:17]([CH3:20])([CH3:19])[CH3:18])([CH3:16])[CH3:15].[NH4+].[Cl-].